From a dataset of Reaction yield outcomes from USPTO patents with 853,638 reactions. Predict the reaction yield, written as a fraction of the theoretical maximum amount of product (1.0 means a 100% yield; for example, 0.34 means a 34% yield). (1) The reactants are [CH2:1]([NH:8][C:9](=[O:18])[CH2:10][C:11]1[CH:16]=[CH:15][C:14](Br)=[CH:13][N:12]=1)[C:2]1[CH:7]=[CH:6][CH:5]=[CH:4][CH:3]=1.CC1(C)C(C)(C)OB([C:27]2[CH:41]=[CH:40][C:30]([O:31][CH2:32][CH2:33][N:34]3[CH2:39][CH2:38][O:37][CH2:36][CH2:35]3)=[CH:29][CH:28]=2)O1.C(=O)([O-])[O-].[K+].[K+]. The catalyst is C(O)C. The product is [CH:5]1[CH:4]=[CH:3][C:2]([CH2:1][NH:8][C:9]([CH2:10][C:11]2[CH:16]=[CH:15][C:14]([C:27]3[CH:28]=[CH:29][C:30]([O:31][CH2:32][CH2:33][N:34]4[CH2:35][CH2:36][O:37][CH2:38][CH2:39]4)=[CH:40][CH:41]=3)=[CH:13][N:12]=2)=[O:18])=[CH:7][CH:6]=1. The yield is 0.790. (2) The reactants are [Cl-].[Cl:2][C:3]1[C:12]2[C:7](=[CH:8][C:9]([C:13]#[N:14])=[CH:10][CH:11]=2)[CH:6]=[CH:5][C:4]=1[O:15][CH2:16][CH2:17][NH3+:18].[S:19]1[CH:23]=[CH:22][CH:21]=[C:20]1[CH:24]=O. No catalyst specified. The product is [Cl:2][C:3]1[C:4]([O:15][CH2:16][CH2:17][NH:18][CH2:24][C:20]2[S:19][CH:23]=[CH:22][CH:21]=2)=[CH:5][CH:6]=[C:7]2[C:12]=1[CH:11]=[CH:10][C:9]([C:13]#[N:14])=[CH:8]2. The yield is 0.350. (3) The reactants are [CH3:1][C:2]1([CH3:36])[CH2:7][NH:6][CH2:5][CH2:4][N:3]1[CH2:8][C:9]1[N:10]([CH3:35])[C:11]2[C:16]([N:17]=1)=[C:15]([N:18]1[CH2:23][CH2:22][O:21][CH2:20][CH2:19]1)[N:14]=[C:13]([N:24]1[C:28]3[CH:29]=[CH:30][CH:31]=[CH:32][C:27]=3[N:26]=[C:25]1[CH2:33][CH3:34])[N:12]=2.Cl[CH2:38][C:39]([NH2:41])=[O:40].CCN(CC)CC. The catalyst is C(Cl)Cl. The product is [CH2:33]([C:25]1[N:24]([C:13]2[N:12]=[C:11]3[C:16]([N:17]=[C:9]([CH2:8][N:3]4[CH2:4][CH2:5][N:6]([CH2:38][C:39]([NH2:41])=[O:40])[CH2:7][C:2]4([CH3:1])[CH3:36])[N:10]3[CH3:35])=[C:15]([N:18]3[CH2:23][CH2:22][O:21][CH2:20][CH2:19]3)[N:14]=2)[C:28]2[CH:29]=[CH:30][CH:31]=[CH:32][C:27]=2[N:26]=1)[CH3:34]. The yield is 0.490. (4) The reactants are Cl[C:2]1[C:3]([C:9]2[CH:14]=[CH:13][C:12]([Cl:15])=[CH:11][CH:10]=2)=[CH:4][C:5]([F:8])=[N:6][CH:7]=1.[Cl:16][C:17]1[CH:22]=[CH:21][CH:20]=[CH:19][C:18]=1B(O)O.[O-]P([O-])([O-])=O.[K+].[K+].[K+].COC1C=CC=C(OC)C=1C1C=CC=CC=1P(C1CCCCC1)C1CCCCC1. The catalyst is C1C=CC(/C=C/C(/C=C/C2C=CC=CC=2)=O)=CC=1.C1C=CC(/C=C/C(/C=C/C2C=CC=CC=2)=O)=CC=1.C1C=CC(/C=C/C(/C=C/C2C=CC=CC=2)=O)=CC=1.[Pd].[Pd]. The product is [Cl:16][C:17]1[CH:22]=[CH:21][CH:20]=[CH:19][C:18]=1[C:2]1[C:3]([C:9]2[CH:14]=[CH:13][C:12]([Cl:15])=[CH:11][CH:10]=2)=[CH:4][C:5]([F:8])=[N:6][CH:7]=1. The yield is 0.350. (5) The yield is 0.0240. The reactants are [CH3:1][C:2]1[CH:7]=[C:6]([NH2:8])[CH:5]=[CH:4][N:3]=1.C[Al](C)C.[Cl:13][C:14]1[CH:15]=[C:16]([N:21]2[C:25]([CH3:26])=[C:24]([C:27](OCC)=[O:28])[N:23]=[N:22]2)[CH:17]=[CH:18][C:19]=1[F:20]. The catalyst is O1CCOCC1. The product is [Cl:13][C:14]1[CH:15]=[C:16]([N:21]2[C:25]([CH3:26])=[C:24]([C:27]([NH:8][C:6]3[CH:5]=[CH:4][N:3]=[C:2]([CH3:1])[CH:7]=3)=[O:28])[N:23]=[N:22]2)[CH:17]=[CH:18][C:19]=1[F:20]. (6) The reactants are [Cl:1][CH2:2]C(CCl)=O.[CH2:7]([O:14][C:15]([NH:17][C@H:18]([C:26]([OH:28])=O)[CH2:19][C:20]1[CH:25]=[CH:24][CH:23]=[CH:22][CH:21]=1)=[O:16])[C:8]1[CH:13]=[CH:12][CH:11]=[CH:10][CH:9]=1.[BH4-].[Na+]. The catalyst is CO.O1CCCC1. The product is [CH2:7]([O:14][C:15]([NH:17][C@@H:18]([CH2:19][C:20]1[CH:21]=[CH:22][CH:23]=[CH:24][CH:25]=1)[C@H:26]([OH:28])[CH2:2][Cl:1])=[O:16])[C:8]1[CH:9]=[CH:10][CH:11]=[CH:12][CH:13]=1. The yield is 0.430. (7) The reactants are [O:1]1[CH2:3][C@@H:2]1[CH2:4][N:5]1[C:13](=[O:14])[C:12]2[C:7](=[CH:8][CH:9]=[CH:10][CH:11]=2)[C:6]1=[O:15].OC(C)(C)[C:18]#[N:19].O. The catalyst is C1COCC1. The product is [O:15]=[C:6]1[C:7]2[C:12](=[CH:11][CH:10]=[CH:9][CH:8]=2)[C:13](=[O:14])[N:5]1[CH2:4][C@@H:2]([OH:1])[CH2:3][C:18]#[N:19]. The yield is 0.870.